From a dataset of Experimentally validated miRNA-target interactions with 360,000+ pairs, plus equal number of negative samples. Binary Classification. Given a miRNA mature sequence and a target amino acid sequence, predict their likelihood of interaction. (1) The miRNA is cel-miR-793 with sequence UGAGGUAUCUUAGUUAGACAGA. The protein sequence of the target gene is MTQWDLKTVLSLPQYPGEFLHPVVYACTAVMLLCLLASVITYILHQSAIRISRKGRHALLNFCFHAALTFTVFAGGINRTQHPILCQAVGIALHYSTLSTMLWIGVTARNIYKQVTKKALPCPGADQPPYPKQPLLRFYLISGGVPFIICGVTAATNIRNYGTEDEDVAYCWMAWEPSLGAFYGPAAFIALVTCVYFLCTYVQLRRHPERRYELRERTEEQQRLAVPESGHRHGVRPGTPPTCDALAASQLQNEHSFKAQLRAAAFTLFLFTATWTFGALAVSQGHFLDMIFSCLYGAFC.... Result: 0 (no interaction). (2) The miRNA is hsa-miR-766-5p with sequence AGGAGGAAUUGGUGCUGGUCUU. The protein sequence of the target gene is MSQESDNNKRLVALVPMPSDPPFNTRRAYTSEDEAWKSYLENPLTAATKAMMSINGDEDSAAALGLLYDYYKVPRDKRLLSVSKASDSQEDQEKRNCLGTSEAQSNLSGGENRVQVLKTVPVNLSLNQDHLENSKREQYSISFPESSAIIPVSGITVVKAEDFTPVFMAPPVHYPRGDGEEQRVVIFEQTQYDVPSLATHSAYLKDDQRSTPDSTYSESFKDAATEKFRSASVGAEEYMYDQTSSGTFQYTLEATKSLRQKQGEGPMTYLNKGQFYAITLSETGDNKCFRHPISKVRSVV.... Result: 1 (interaction). (3) The miRNA is mmu-miR-7229-3p with sequence UACACAGACCAGUGACUUUCUGCA. The protein sequence of the target gene is MAAKSDGRLKMKKSSDVAFTPLQNSDHSGSVQGLAPGLPSGSGAEDEEAAGGGCCPDGGGCSRCCCCCAGSGGSAGSGGSGGVAGPGGGGAGSAALCLRLGREQRRYSLWDCLWILAAVAVYFADVGTDVWLAVDYYLRGQRWWFGLTLFFVVLGSLSVQVFSFRWFVHDFSTEDSATAAAASSCPQPGADCKTVVGGGSAAGEGEARPSTPQRQASNASKSNIAAANSGSNSSGATRASGKHRSASCSFCIWLLQSLIHILQLGQIWRYFHTIYLGIRSRQSGENDRWRFYWKMVYEYA.... Result: 0 (no interaction).